Dataset: Forward reaction prediction with 1.9M reactions from USPTO patents (1976-2016). Task: Predict the product of the given reaction. (1) Given the reactants CC(C)([O-])C.[K+].[C:7]([CH2:9][C:10]([O:12][CH2:13][CH3:14])=[O:11])#[N:8].Cl[C:16]1[CH:21]=[CH:20][C:19]([S:22]([N:25]([CH3:27])[CH3:26])(=[O:24])=[O:23])=[CH:18][C:17]=1[N+:28]([O-:30])=[O:29], predict the reaction product. The product is: [C:7]([CH:9]([C:16]1[CH:21]=[CH:20][C:19]([S:22]([N:25]([CH3:26])[CH3:27])(=[O:23])=[O:24])=[CH:18][C:17]=1[N+:28]([O-:30])=[O:29])[C:10]([O:12][CH2:13][CH3:14])=[O:11])#[N:8]. (2) The product is: [Br:27][C:10]1[N:11]=[C:12]([CH:14]2[CH2:19][CH2:18][O:17][CH2:16][CH2:15]2)[O:13][C:9]=1[S:8][C:5]1[CH:4]=[CH:3][C:2]([Cl:1])=[CH:7][CH:6]=1. Given the reactants [Cl:1][C:2]1[CH:7]=[CH:6][C:5]([S:8][C:9]2[O:13][C:12]([CH:14]3[CH2:19][CH2:18][O:17][CH2:16][CH2:15]3)=[N:11][CH:10]=2)=[CH:4][CH:3]=1.C1C(=O)N([Br:27])C(=O)C1, predict the reaction product. (3) Given the reactants [NH2:1][C:2]1[CH:7]=[CH:6][C:5]([CH2:8][CH2:9][NH2:10])=[CH:4][CH:3]=1.C[Si]([N-][Si](C)(C)C)(C)C.[Na+].[CH2:21]1[O:29][C@@H:22]1[C:23]1[CH:28]=[CH:27][CH:26]=[CH:25][CH:24]=1.Cl, predict the reaction product. The product is: [OH:29][C@H:22]([C:23]1[CH:28]=[CH:27][CH:26]=[CH:25][CH:24]=1)[CH2:21][NH:1][C:2]1[CH:7]=[CH:6][C:5]([CH2:8][CH2:9][NH2:10])=[CH:4][CH:3]=1. (4) Given the reactants [C:1]([C:4]1[CH:5]=[N:6][CH:7]=[CH:8][CH:9]=1)(=O)[CH3:2].O.O.[NH2:12][NH2:13], predict the reaction product. The product is: [N:6]1[CH:7]=[CH:8][CH:9]=[C:4]([C:1](=[N:12][NH2:13])[CH3:2])[CH:5]=1. (5) The product is: [ClH:14].[NH2:5][CH2:4][C:3]([CH3:9])([OH:8])[C:2]([F:11])([F:10])[F:1]. Given the reactants [F:1][C:2]([F:11])([F:10])[C:3]([CH3:9])([OH:8])[CH2:4][N+:5]([O-])=O.[H][H].[ClH:14], predict the reaction product.